This data is from Reaction yield outcomes from USPTO patents with 853,638 reactions. The task is: Predict the reaction yield, written as a fraction of the theoretical maximum amount of product (1.0 means a 100% yield; for example, 0.34 means a 34% yield). (1) The reactants are P([O-])([O-])([O-])=O.[K+].[K+].[K+].O.[C:10]([C:14]1[CH:15]=[C:16](B(O)O)[CH:17]=[CH:18][CH:19]=1)([CH3:13])([CH3:12])[CH3:11].Br[C:24]1[CH:25]=[CH:26][CH:27]=[C:28]2[C:32]=1[CH2:31][CH:30]=[CH:29]2. The catalyst is Cl[Pd](Cl)([P](C1C=CC=CC=1)(C1C=CC=CC=1)C1C=CC=CC=1)[P](C1C=CC=CC=1)(C1C=CC=CC=1)C1C=CC=CC=1.C1(P(C2C=CC=CC=2)C2C=CC=CC=2)C=CC=CC=1.COCCOC. The product is [C:10]([C:14]1[CH:15]=[C:16]([C:27]2[CH:26]=[CH:25][CH:24]=[C:32]3[C:28]=2[CH:29]=[CH:30][CH2:31]3)[CH:17]=[CH:18][CH:19]=1)([CH3:13])([CH3:12])[CH3:11]. The yield is 0.890. (2) The reactants are [CH3:1][O:2][C:3]1[CH:8]=[CH:7][C:6]([CH:9]([NH:18][CH:19]([C:22]2[O:23][CH:24]=[CH:25][CH:26]=2)[CH:20]=O)[C:10]2[CH:15]=[CH:14][C:13]([O:16][CH3:17])=[CH:12][CH:11]=2)=[CH:5][CH:4]=1.[NH2:27][C@H:28]([C:33]([O:35][CH3:36])=[O:34])[CH2:29][CH:30]([CH3:32])[CH3:31].Cl.[BH-](OC(C)=O)(OC(C)=O)OC(C)=O.[Na+]. The catalyst is ClCCl. The product is [CH3:1][O:2][C:3]1[CH:8]=[CH:7][C:6]([CH:9]([NH:18][CH:19]([C:22]2[O:23][CH:24]=[CH:25][CH:26]=2)[CH2:20][NH:27][C@@H:28]([CH2:29][CH:30]([CH3:32])[CH3:31])[C:33]([O:35][CH3:36])=[O:34])[C:10]2[CH:15]=[CH:14][C:13]([O:16][CH3:17])=[CH:12][CH:11]=2)=[CH:5][CH:4]=1. The yield is 0.490. (3) The catalyst is O. The product is [Cl:20][C:21]1[CH:22]=[C:23]([S:28]([N:12]([CH2:11][CH2:10][N:9]([CH3:14])[CH3:8])[CH3:13])(=[O:30])=[O:29])[CH:24]=[N:25][C:26]=1[Cl:27]. The yield is 0.730. The reactants are C(N(CC)CC)C.[CH3:8][N:9]([CH3:14])[CH2:10][CH2:11][NH:12][CH3:13].O1CCCC1.[Cl:20][C:21]1[CH:22]=[C:23]([S:28](Cl)(=[O:30])=[O:29])[CH:24]=[N:25][C:26]=1[Cl:27].